Dataset: NCI-60 drug combinations with 297,098 pairs across 59 cell lines. Task: Regression. Given two drug SMILES strings and cell line genomic features, predict the synergy score measuring deviation from expected non-interaction effect. Drug 1: CC1=C(C=C(C=C1)NC2=NC=CC(=N2)N(C)C3=CC4=NN(C(=C4C=C3)C)C)S(=O)(=O)N.Cl. Synergy scores: CSS=57.9, Synergy_ZIP=16.4, Synergy_Bliss=15.7, Synergy_Loewe=-50.0, Synergy_HSA=10.7. Drug 2: CCC1(CC2CC(C3=C(CCN(C2)C1)C4=CC=CC=C4N3)(C5=C(C=C6C(=C5)C78CCN9C7C(C=CC9)(C(C(C8N6C)(C(=O)OC)O)OC(=O)C)CC)OC)C(=O)OC)O.OS(=O)(=O)O. Cell line: RPMI-8226.